From a dataset of Full USPTO retrosynthesis dataset with 1.9M reactions from patents (1976-2016). Predict the reactants needed to synthesize the given product. (1) The reactants are: [NH2:1][CH2:2][CH2:3][S:4]([CH3:7])(=[O:6])=[O:5].Cl[C:9]1[N:14]=[C:13]([C:15]2[S:19][C:18]([CH:20]([CH3:22])[CH3:21])=[N:17][C:16]=2[C:23]2[CH:24]=[C:25]([NH:29][S:30]([CH:33]3[CH2:35][CH2:34]3)(=[O:32])=[O:31])[CH:26]=[CH:27][CH:28]=2)[CH:12]=[CH:11][N:10]=1. Given the product [CH3:22][CH:20]([C:18]1[S:19][C:15]([C:13]2[CH:12]=[CH:11][N:10]=[C:9]([NH:1][CH2:2][CH2:3][S:4]([CH3:7])(=[O:6])=[O:5])[N:14]=2)=[C:16]([C:23]2[CH:24]=[C:25]([NH:29][S:30]([CH:33]3[CH2:34][CH2:35]3)(=[O:32])=[O:31])[CH:26]=[CH:27][CH:28]=2)[N:17]=1)[CH3:21], predict the reactants needed to synthesize it. (2) Given the product [Cl:1][C:2]1[C:10]([Cl:11])=[CH:9][C:5]([C:6]([NH:13][C:14]2[CH:15]=[CH:16][C:17]([C:20]([O:22][CH3:23])=[O:21])=[N:18][CH:19]=2)=[O:7])=[C:4]([F:12])[CH:3]=1, predict the reactants needed to synthesize it. The reactants are: [Cl:1][C:2]1[C:10]([Cl:11])=[CH:9][C:5]([C:6](Cl)=[O:7])=[C:4]([F:12])[CH:3]=1.[NH2:13][C:14]1[CH:15]=[CH:16][C:17]([C:20]([O:22][CH3:23])=[O:21])=[N:18][CH:19]=1.N1C=CC=CC=1.Cl. (3) Given the product [Cl:15][C:16]1[CH:22]=[CH:21][C:20]([Cl:23])=[CH:19][C:17]=1[NH:18][C:9]([C:4]1[CH:3]=[CH:2][NH:1][N:5]=1)=[O:10], predict the reactants needed to synthesize it. The reactants are: [N:1]1[N:5]2[C:9](=[O:10])[C:4]3[N:5]([N:1]=[CH:2][CH:3]=3)[C:9](=[O:10])[C:4]2=[CH:3][CH:2]=1.[Cl:15][C:16]1[CH:22]=[CH:21][C:20]([Cl:23])=[CH:19][C:17]=1[NH2:18]. (4) The reactants are: [Cl:1][C:2]1[CH:3]=[C:4]2[C:9](=[CH:10][CH:11]=1)[N:8]([CH2:12][CH2:13][CH2:14][N:15]1C(=O)C3C(=CC=CC=3)C1=O)[C:7](=[O:26])[CH:6]=[C:5]2O.[C:28](Cl)(=O)[CH:29]([CH3:31])[CH3:30].[NH2:34][NH2:35]. Given the product [NH2:15][CH2:14][CH2:13][CH2:12][N:8]1[C:9]2[CH:10]=[CH:11][C:2]([Cl:1])=[CH:3][C:4]=2[C:5]2=[N:34][NH:35][C:28]([CH:29]([CH3:31])[CH3:30])=[C:6]2[C:7]1=[O:26], predict the reactants needed to synthesize it.